This data is from Full USPTO retrosynthesis dataset with 1.9M reactions from patents (1976-2016). The task is: Predict the reactants needed to synthesize the given product. (1) Given the product [F:16][C:17]([F:24])([F:23])[S:18]([O-:21])(=[O:20])=[O:19].[C:14]([C:13]1[N:9]([C:4]2[CH:5]=[C:6]([CH3:8])[CH:7]=[C:2]([CH3:1])[CH:3]=2)[CH:10]=[N+:11]([CH3:17])[CH:12]=1)#[N:15], predict the reactants needed to synthesize it. The reactants are: [CH3:1][C:2]1[CH:3]=[C:4]([N:9]2[C:13]([C:14]#[N:15])=[CH:12][N:11]=[CH:10]2)[CH:5]=[C:6]([CH3:8])[CH:7]=1.[F:16][C:17]([F:24])([F:23])[S:18]([O:21]C)(=[O:20])=[O:19]. (2) Given the product [CH3:1][O:2][C:3]1[CH:14]=[CH:13][C:6]2[C:7]([C:10]([O:12][CH3:19])=[O:11])=[CH:8][S:9][C:5]=2[CH:4]=1, predict the reactants needed to synthesize it. The reactants are: [CH3:1][O:2][C:3]1[CH:14]=[CH:13][C:6]2[C:7]([C:10]([OH:12])=[O:11])=[CH:8][S:9][C:5]=2[CH:4]=1.S(Cl)(Cl)=O.[CH3:19]O. (3) The reactants are: [CH2:1]([O:3][C:4](=[O:25])[CH2:5][C:6]1[C:7]([CH3:24])=[C:8]([S:16][C:17]2[CH:22]=[CH:21][C:20](Br)=[CH:19][CH:18]=2)[N:9]2[C:14]=1[CH:13]=[CH:12][C:11]([F:15])=[CH:10]2)[CH3:2].COB([C:31]1[CH:36]=[CH:35][CH:34]=[CH:33][N:32]=1)OC. Given the product [CH2:1]([O:3][C:4](=[O:25])[CH2:5][C:6]1[C:7]([CH3:24])=[C:8]([S:16][C:17]2[CH:22]=[CH:21][C:20]([C:31]3[CH:36]=[CH:35][CH:34]=[CH:33][N:32]=3)=[CH:19][CH:18]=2)[N:9]2[C:14]=1[CH:13]=[CH:12][C:11]([F:15])=[CH:10]2)[CH3:2], predict the reactants needed to synthesize it. (4) Given the product [Br:14][C:11]1[CH:10]=[CH:9][C:8]([C:7]2[N:17]([C:19]3[CH:20]=[CH:21][C:22]([S:25]([NH2:28])(=[O:27])=[O:26])=[CH:23][CH:24]=3)[N:18]=[C:4]([CH3:5])[N:6]=2)=[CH:13][CH:12]=1, predict the reactants needed to synthesize it. The reactants are: C(O[C:4](=[N:6][C:7](=O)[C:8]1[CH:13]=[CH:12][C:11]([Br:14])=[CH:10][CH:9]=1)[CH3:5])C.Cl.[NH:17]([C:19]1[CH:24]=[CH:23][C:22]([S:25]([NH2:28])(=[O:27])=[O:26])=[CH:21][CH:20]=1)[NH2:18].C(N(CC)CC)C.O.